This data is from Forward reaction prediction with 1.9M reactions from USPTO patents (1976-2016). The task is: Predict the product of the given reaction. (1) Given the reactants [CH3:1][C:2]1[CH:7]=[CH:6][C:5]([O:8][C:9]2[CH:14]=[CH:13][CH:12]=[CH:11][CH:10]=2)=[CH:4][N:3]=1.ClC1C=C(C=CC=1)C(OO)=[O:20].S([O-])([O-])=O.[Na+].[Na+], predict the reaction product. The product is: [CH3:1][C:2]1[CH:7]=[CH:6][C:5]([O:8][C:9]2[CH:10]=[CH:11][CH:12]=[CH:13][CH:14]=2)=[CH:4][N+:3]=1[O-:20]. (2) Given the reactants F[C:2]1[CH:3]=[C:4]([O:11][CH3:12])[CH:5]=[CH:6][C:7]=1[N+:8]([O-:10])=[O:9].C(N(C(C)C)CC)(C)C.Cl.Cl.[CH2:24]([O:26][C@H:27]1[CH2:32][CH2:31][C@H:30]([N:33]2[CH2:38][CH2:37][CH:36]([NH2:39])[CH2:35][CH2:34]2)[CH2:29][CH2:28]1)[CH3:25], predict the reaction product. The product is: [CH2:24]([O:26][C@H:27]1[CH2:28][CH2:29][C@H:30]([N:33]2[CH2:34][CH2:35][CH:36]([NH:39][C:2]3[CH:3]=[C:4]([O:11][CH3:12])[CH:5]=[CH:6][C:7]=3[N+:8]([O-:10])=[O:9])[CH2:37][CH2:38]2)[CH2:31][CH2:32]1)[CH3:25]. (3) Given the reactants CCN(CC)CC.[S:8]1[C:17]2[C:12](=[CH:13][CH:14]=[CH:15][CH:16]=2)[C:11](=[O:18])[CH2:10][C:9]21[CH2:23][CH2:22][NH:21][CH2:20][CH2:19]2.[CH:24]([O:27][C:28]1[CH:36]=[CH:35][C:31]([C:32](O)=[O:33])=[CH:30][C:29]=1[O:37][CH3:38])([CH3:26])[CH3:25].CCN=C=NCCCN(C)C, predict the reaction product. The product is: [CH:24]([O:27][C:28]1[CH:36]=[CH:35][C:31]([C:32]([N:21]2[CH2:22][CH2:23][C:9]3([CH2:10][C:11](=[O:18])[C:12]4[C:17](=[CH:16][CH:15]=[CH:14][CH:13]=4)[S:8]3)[CH2:19][CH2:20]2)=[O:33])=[CH:30][C:29]=1[O:37][CH3:38])([CH3:26])[CH3:25]. (4) Given the reactants C(OC[C:6]1[CH:11]=[C:10]([NH:12][C:13]2[C:18]([CH2:19][CH3:20])=[C:17]([CH3:21])[N:16]=[C:15]([C:22]3[S:23][C:24]([Cl:27])=[CH:25][CH:26]=3)[N:14]=2)[CH:9]=[CH:8][C:7]=1B1OC(C)(C)C(C)(C)O1)(=O)C.[OH-:37].[Li+].[CH2:39]1[CH2:43][O:42]CC1.CO, predict the reaction product. The product is: [Cl:27][C:24]1[S:23][C:22]([C:15]2[N:14]=[C:13]([NH:12][C:10]3[CH:11]=[CH:6][C:7]([CH2:39][C:43]([OH:37])=[O:42])=[CH:8][CH:9]=3)[C:18]3[CH2:19][CH2:20][CH2:21][C:17]=3[N:16]=2)=[CH:26][CH:25]=1. (5) Given the reactants [CH2:1]([O:8][C:9]1[CH:24]=[C:23]([N:25]([CH2:31][C:32]2[CH:37]=[CH:36][C:35]([CH:38]3[CH2:43][CH2:42][CH2:41][CH2:40][CH2:39]3)=[CH:34][CH:33]=2)[C:26](=[O:30])[CH2:27][NH:28][CH3:29])[CH:22]=[CH:21][C:10]=1[C:11]([O:13][CH2:14][C:15]1[CH:20]=[CH:19][CH:18]=[CH:17][CH:16]=1)=[O:12])[C:2]1[CH:7]=[CH:6][CH:5]=[CH:4][CH:3]=1.[Br:44][C:45]1[CH:50]=[CH:49][C:48]([S:51](Cl)(=[O:53])=[O:52])=[CH:47][CH:46]=1, predict the reaction product. The product is: [CH2:1]([O:8][C:9]1[CH:24]=[C:23]([N:25]([CH2:31][C:32]2[CH:33]=[CH:34][C:35]([CH:38]3[CH2:43][CH2:42][CH2:41][CH2:40][CH2:39]3)=[CH:36][CH:37]=2)[C:26](=[O:30])[CH2:27][N:28]([CH3:29])[S:51]([C:48]2[CH:49]=[CH:50][C:45]([Br:44])=[CH:46][CH:47]=2)(=[O:53])=[O:52])[CH:22]=[CH:21][C:10]=1[C:11]([O:13][CH2:14][C:15]1[CH:20]=[CH:19][CH:18]=[CH:17][CH:16]=1)=[O:12])[C:2]1[CH:3]=[CH:4][CH:5]=[CH:6][CH:7]=1. (6) Given the reactants [Br:1][C:2]1[CH:14]=[C:13]2[C:5]([C:6]3[CH:7]=[CH:8][C:9]([C:17]4[CH:22]=[CH:21][CH:20]=[CH:19][C:18]=4[N+:23]([O-])=O)=[CH:10][C:11]=3[C:12]2([CH3:16])[CH3:15])=[CH:4][CH:3]=1.P(OCC)(OCC)OCC, predict the reaction product. The product is: [Br:1][C:2]1[CH:3]=[CH:4][C:5]2[C:6]3[CH:7]=[C:8]4[NH:23][C:18]5[C:17](=[CH:22][CH:21]=[CH:20][CH:19]=5)[C:9]4=[CH:10][C:11]=3[C:12]([CH3:15])([CH3:16])[C:13]=2[CH:14]=1.